Task: Predict the reactants needed to synthesize the given product.. Dataset: Full USPTO retrosynthesis dataset with 1.9M reactions from patents (1976-2016) (1) Given the product [CH3:19][O:18][CH2:17][CH2:16][O:1][C:2]1[CH:11]=[CH:10][C:5]([C:6]([O:8][CH3:9])=[O:7])=[CH:4][C:3]=1[N+:12]([O-:14])=[O:13], predict the reactants needed to synthesize it. The reactants are: [OH:1][C:2]1[CH:11]=[CH:10][C:5]([C:6]([O:8][CH3:9])=[O:7])=[CH:4][C:3]=1[N+:12]([O-:14])=[O:13].Cl[CH2:16][CH2:17][O:18][CH3:19]. (2) Given the product [Cl:1][C:2]1[CH:7]=[CH:6][CH:5]=[CH:4][C:3]=1[C@@H:8]1[CH2:10][C@H:9]1[CH:11]([N:13]([O:14][CH3:15])[C:30]([C:29]1[C:25]([CH:24]([F:34])[F:23])=[N:26][N:27]([CH3:33])[CH:28]=1)=[O:31])[CH3:12], predict the reactants needed to synthesize it. The reactants are: [Cl:1][C:2]1[CH:7]=[CH:6][CH:5]=[CH:4][C:3]=1[C@@H:8]1[CH2:10][C@H:9]1[CH:11]([NH:13][O:14][CH3:15])[CH3:12].C(N(CC)CC)C.[F:23][CH:24]([F:34])[C:25]1[C:29]([C:30](Cl)=[O:31])=[CH:28][N:27]([CH3:33])[N:26]=1. (3) Given the product [Cl:8][C:9]1[CH:17]=[C:16]([Cl:18])[CH:15]=[CH:14][C:10]=1[CH2:11][C:3](=[O:5])[CH2:2][F:1], predict the reactants needed to synthesize it. The reactants are: [F:1][CH2:2][C:3]([O:5]CC)=O.[Cl:8][C:9]1[CH:17]=[C:16]([Cl:18])[CH:15]=[CH:14][C:10]=1[CH2:11][Mg]Cl. (4) Given the product [Cl:1][C:2]1[CH:3]=[C:4]([CH:9]2[CH2:13][N:12]([C:36]([C:35]3[CH:34]=[N:33][C:32]([N:29]4[CH2:30][CH2:31][O:26][CH2:27][CH2:28]4)=[CH:40][CH:39]=3)=[O:37])[CH2:11][CH:10]2[N:14]([CH3:25])[C:15](=[O:24])[CH2:16][C:17]2[CH:18]=[CH:19][C:20]([F:23])=[CH:21][CH:22]=2)[CH:5]=[CH:6][C:7]=1[Cl:8], predict the reactants needed to synthesize it. The reactants are: [Cl:1][C:2]1[CH:3]=[C:4]([CH:9]2[CH2:13][NH:12][CH2:11][CH:10]2[N:14]([CH3:25])[C:15](=[O:24])[CH2:16][C:17]2[CH:22]=[CH:21][C:20]([F:23])=[CH:19][CH:18]=2)[CH:5]=[CH:6][C:7]=1[Cl:8].[O:26]1[CH2:31][CH2:30][N:29]([C:32]2[CH:40]=[CH:39][C:35]([C:36](O)=[O:37])=[CH:34][N:33]=2)[CH2:28][CH2:27]1.